From a dataset of Forward reaction prediction with 1.9M reactions from USPTO patents (1976-2016). Predict the product of the given reaction. (1) Given the reactants ClC1C(NC2C=C(OC)NN=2)=NC([NH:8][C@H:9]([C:11]2[N:16]=[CH:15][C:14]([F:17])=[CH:13][N:12]=2)[CH3:10])=NC=1.Cl[C:27]1[N:32]=[C:31]([NH:33][C:34]2[CH:38]=[C:37]([O:39][CH3:40])[NH:36][N:35]=2)[C:30]([F:41])=[C:29]([N:42]2[CH2:47][CH2:46][O:45][CH2:44][CH2:43]2)[N:28]=1.CCN(C(C)C)C(C)C, predict the reaction product. The product is: [F:41][C:30]1[C:31]([NH:33][C:34]2[CH:38]=[C:37]([O:39][CH3:40])[NH:36][N:35]=2)=[N:32][C:27]([NH:8][C@H:9]([C:11]2[N:16]=[CH:15][C:14]([F:17])=[CH:13][N:12]=2)[CH3:10])=[N:28][C:29]=1[N:42]1[CH2:47][CH2:46][O:45][CH2:44][CH2:43]1. (2) Given the reactants [CH:1]1([C:4]2[NH:8][N:7]=[C:6]([NH:9][C:10]3[N:15]=[C:14]([NH:16][C@H:17]([C:20]4[CH:25]=[CH:24][C:23]([F:26])=[CH:22][CH:21]=4)[CH2:18][OH:19])[C:13]([N+:27]([O-])=O)=[CH:12][N:11]=3)[CH:5]=2)[CH2:3][CH2:2]1.[C:30](O)(=O)C.C(N)=N, predict the reaction product. The product is: [CH:1]1([C:4]2[NH:8][N:7]=[C:6]([NH:9][C:10]3[N:15]=[C:14]4[C:13]([N:27]=[CH:30][N:16]4[C@H:17]([C:20]4[CH:25]=[CH:24][C:23]([F:26])=[CH:22][CH:21]=4)[CH2:18][OH:19])=[CH:12][N:11]=3)[CH:5]=2)[CH2:3][CH2:2]1.